Predict the reactants needed to synthesize the given product. From a dataset of Full USPTO retrosynthesis dataset with 1.9M reactions from patents (1976-2016). (1) The reactants are: [CH:1]([NH:4][C:5](=[O:21])[O:6][C:7]1[CH:8]=[C:9]2[C:13](=[CH:14][CH:15]=1)[N:12]([CH:16]([CH2:18][CH2:19][CH3:20])[CH3:17])[CH:11]=[CH:10]2)([CH3:3])[CH3:2].CN(CCN(C)C)C.[Si:30](OS(C(F)(F)F)(=O)=O)([C:33](C)(C)C)([CH3:32])[CH3:31].[Li]CCCC.Cl[Si](C)(C)C. Given the product [CH:1]([NH:4][C:5](=[O:21])[O:6][C:7]1[C:8]([Si:30]([CH3:33])([CH3:32])[CH3:31])=[C:9]2[C:13](=[CH:14][CH:15]=1)[N:12]([CH:16]([CH2:18][CH2:19][CH3:20])[CH3:17])[CH:11]=[CH:10]2)([CH3:3])[CH3:2], predict the reactants needed to synthesize it. (2) Given the product [Cl:16][C:12]1[CH:11]=[CH:10][CH:9]=[C:8]2[C:13]=1[C:14]([OH:15])=[C:5]([C:3]([OH:4])=[O:2])[C:6](=[O:18])[N:7]2[CH3:17], predict the reactants needed to synthesize it. The reactants are: C[O:2][C:3]([C:5]1[C:6](=[O:18])[N:7]([CH3:17])[C:8]2[C:13]([C:14]=1[OH:15])=[C:12]([Cl:16])[CH:11]=[CH:10][CH:9]=2)=[O:4].